From a dataset of Full USPTO retrosynthesis dataset with 1.9M reactions from patents (1976-2016). Predict the reactants needed to synthesize the given product. (1) Given the product [Cl:17][C:4]1[C:3]([CH:2]=[O:22])=[C:12]([S:13]([CH3:16])(=[O:15])=[O:14])[CH:11]=[CH:10][C:5]=1[C:6]([O:8][CH3:9])=[O:7], predict the reactants needed to synthesize it. The reactants are: Br[CH2:2][C:3]1[C:4]([Cl:17])=[C:5]([CH:10]=[CH:11][C:12]=1[S:13]([CH3:16])(=[O:15])=[O:14])[C:6]([O:8][CH3:9])=[O:7].C[N+]1([O-])CC[O:22]CC1. (2) The reactants are: C([O:4][C:5]1[C:10](=[O:11])[CH:9]=[C:8]([C:12]2[CH:17]=[CH:16][CH:15]=[CH:14][CH:13]=2)[O:7][CH:6]=1)(=O)C.C([O-])([O-])=O.[K+].[K+]. Given the product [OH:4][C:5]1[C:10](=[O:11])[CH:9]=[C:8]([C:12]2[CH:17]=[CH:16][CH:15]=[CH:14][CH:13]=2)[O:7][CH:6]=1, predict the reactants needed to synthesize it. (3) Given the product [CH2:1]([O:8][CH2:9][C@@H:10]([O:14][C:15]1[CH:20]=[CH:19][C:18]([F:21])=[C:17]([C:22](=[O:24])[NH2:23])[C:16]=1[F:25])[C:11]([Cl:29])=[O:12])[C:2]1[CH:7]=[CH:6][CH:5]=[CH:4][CH:3]=1, predict the reactants needed to synthesize it. The reactants are: [CH2:1]([O:8][CH2:9][C@@H:10]([O:14][C:15]1[CH:20]=[CH:19][C:18]([F:21])=[C:17]([C:22](=[O:24])[NH2:23])[C:16]=1[F:25])[C:11](O)=[O:12])[C:2]1[CH:7]=[CH:6][CH:5]=[CH:4][CH:3]=1.C(Cl)(=O)C([Cl:29])=O.CN(C=O)C.CO. (4) Given the product [Br:1][C:2]1[C:11]([O:12][CH2:30][C:31]#[N:32])=[CH:10][CH:9]=[C:8]2[C:3]=1[CH:4]=[CH:5][C:6]([CH2:13][N:14]([CH3:28])[C:15]([C:17]1[C:21]3[CH:22]=[CH:23][CH:24]=[CH:25][C:20]=3[O:19][C:18]=1[CH2:26][CH3:27])=[O:16])=[CH:7]2, predict the reactants needed to synthesize it. The reactants are: [Br:1][C:2]1[C:11]([OH:12])=[CH:10][CH:9]=[C:8]2[C:3]=1[CH:4]=[CH:5][C:6]([CH2:13][N:14]([CH3:28])[C:15]([C:17]1[C:21]3[CH:22]=[CH:23][CH:24]=[CH:25][C:20]=3[O:19][C:18]=1[CH2:26][CH3:27])=[O:16])=[CH:7]2.Br[CH2:30][C:31]#[N:32].C(=O)([O-])[O-].[K+].[K+].